This data is from Experimentally validated miRNA-target interactions with 360,000+ pairs, plus equal number of negative samples. The task is: Binary Classification. Given a miRNA mature sequence and a target amino acid sequence, predict their likelihood of interaction. (1) The miRNA is mmu-miR-3061-5p with sequence CAGUGGGCCGUGAAAGGUAGCC. The protein sequence of the target gene is MPGPTPSGTNVGSSGRSPSKAVAARAAGSTVRQRKNASCGTRSAGRTTSAGTGGMWRFYTEDSPGLKVGPVPVLVMSLLFIASVFMLHIWGKYTRS. Result: 0 (no interaction). (2) The miRNA is hsa-miR-29c-3p with sequence UAGCACCAUUUGAAAUCGGUUA. The protein sequence of the target gene is MNYQQQLANSAAIRAEIQRFESVHPNIYSIYELLERVEEPVLQNQIREHVIAIEDAFVNSQEWTLSRSVPELKVGIVGNLASGKSALVHRYLTGTYVQEESPEGGRFKKEIVVDGQSYLLLIRDEGGPPEAQFAMWVDAVIFVFSLEDEISFQTVYHYYSRMANYRNTSEIPLVLVGTQDAISSANPRVIDDARARKLSNDLKRCTYYETCATYGLNVERVFQDVAQKIVATRKKQQLSIGPCKSLPNSPSHSSVCSAQVSAVHISQTSNGGGSLSDYSSSVPSTPSTSQKELRIDVPPT.... Result: 1 (interaction). (3) The miRNA is hsa-miR-4785 with sequence AGAGUCGGCGACGCCGCCAGC. The protein sequence of the target gene is MWLQPSLSLSPTPTVGRSLCLTLGFLSLVLRASTQAPAPTVNTHFGKLRGARVPLPSEILGPVDQYLGVPYAAPPIGEKRFLPPEPPPSWSGIRNATHFPPVCPQNIHTAVPEVMLPVWFTANLDIVATYIQEPNEDCLYLNVYVPTEDGSGAKKQGEDLADNDGDEDEDIRDSGAKPVMVYIHGGSYMEGTGNMIDGSVLASYGNVIVITLNYRVGVLGFLSTGDQAAKGNYGLLDQIQALRWVSENIAFFGGDPRRITVFGSGIGASCVSLLTLSHHSEGLFQRAIIQSGSALSSWAV.... Result: 0 (no interaction).